From a dataset of Forward reaction prediction with 1.9M reactions from USPTO patents (1976-2016). Predict the product of the given reaction. Given the reactants [OH:1][CH2:2][C@H:3]1O[C:6](=[O:8])[CH2:5][CH2:4]1.[F:9][C:10]1[CH:16]=[CH:15][C:13]([NH2:14])=[CH:12][CH:11]=1.Cl, predict the reaction product. The product is: [F:9][C:10]1[CH:16]=[CH:15][C:13]([N:14]2[C@@H:3]([CH2:2][OH:1])[CH2:4][CH2:5][C:6]2=[O:8])=[CH:12][CH:11]=1.